Task: Predict the reactants needed to synthesize the given product.. Dataset: Full USPTO retrosynthesis dataset with 1.9M reactions from patents (1976-2016) (1) The reactants are: Cl[C:2]1[CH:7]=[CH:6][C:5]([Cl:8])=[CH:4][C:3]=1[N+:9]([O-:11])=[O:10].[NH2:12][C:13]1[CH:18]=[CH:17][C:16]([CH2:19][CH2:20][OH:21])=[CH:15][CH:14]=1. Given the product [Cl:8][C:5]1[CH:6]=[CH:7][C:2]([NH:12][C:13]2[CH:18]=[CH:17][C:16]([CH2:19][CH2:20][OH:21])=[CH:15][CH:14]=2)=[C:3]([N+:9]([O-:11])=[O:10])[CH:4]=1, predict the reactants needed to synthesize it. (2) Given the product [ClH:1].[Cl:1][C:2]1[CH:7]=[CH:6][CH:5]=[CH:4][C:3]=1[C:8]1[CH:13]=[CH:12][CH:11]=[C:10]([NH:14][C:15]([C@@H:17]2[CH2:22][C@@H:21]3[C@@H:19]([CH2:20]3)[NH:18]2)=[O:16])[C:9]=1[F:30], predict the reactants needed to synthesize it. The reactants are: [Cl:1][C:2]1[CH:7]=[CH:6][CH:5]=[CH:4][C:3]=1[C:8]1[CH:13]=[CH:12][CH:11]=[C:10]([NH:14][C:15]([C@@H:17]2[CH2:22][C@@H:21]3[C@@H:19]([CH2:20]3)[N:18]2C(OC(C)(C)C)=O)=[O:16])[C:9]=1[F:30]. (3) Given the product [F:29][C:26]1[CH:27]=[C:28]2[C:23]([CH:22]=[CH:21][N:20]2[S:17]([C:15]2[CH:14]=[CH:13][C:12]([O:30][CH3:31])=[C:11]([N:8]3[CH2:7][CH2:6][NH:5][CH2:10][CH2:9]3)[CH:16]=2)(=[O:19])=[O:18])=[CH:24][CH:25]=1, predict the reactants needed to synthesize it. The reactants are: ClC(Cl)(Cl)C([N:5]1[CH2:10][CH2:9][N:8]([C:11]2[CH:16]=[C:15]([S:17]([N:20]3[C:28]4[C:23](=[CH:24][CH:25]=[C:26]([F:29])[CH:27]=4)[CH:22]=[CH:21]3)(=[O:19])=[O:18])[CH:14]=[CH:13][C:12]=2[O:30][CH3:31])[CH2:7][CH2:6]1)=O.[OH-].[K+]. (4) Given the product [O:1]=[C:2]([N:6]1[CH2:11][CH2:10][CH:9]([O:12][C:13]2[CH:18]=[CH:17][C:16]([CH3:19])=[CH:15][CH:14]=2)[CH2:8][CH2:7]1)[C:3]([NH:20][C:21]1[CH:22]=[C:23]2[C:27](=[CH:28][CH:29]=1)[NH:26][C:25](=[O:30])[CH2:24]2)=[O:5], predict the reactants needed to synthesize it. The reactants are: [O:1]=[C:2]([N:6]1[CH2:11][CH2:10][CH:9]([O:12][C:13]2[CH:18]=[CH:17][C:16]([CH3:19])=[CH:15][CH:14]=2)[CH2:8][CH2:7]1)[C:3]([OH:5])=O.[NH2:20][C:21]1[CH:22]=[C:23]2[C:27](=[CH:28][CH:29]=1)[NH:26][C:25](=[O:30])[CH2:24]2. (5) Given the product [CH:1]([C:4]1[N:5]([S:13]([N:12]([CH3:17])[CH3:11])(=[O:15])=[O:14])[CH:6]=[CH:7][N:8]=1)([CH3:3])[CH3:2], predict the reactants needed to synthesize it. The reactants are: [CH:1]([C:4]1[NH:5][CH:6]=[CH:7][N:8]=1)([CH3:3])[CH3:2].[H-].[Na+].[CH3:11][N:12]([CH3:17])[S:13](Cl)(=[O:15])=[O:14].[NH4+].[Cl-]. (6) Given the product [C:5]([C:4]1[CH:7]=[CH:8][CH:9]=[CH:10][C:3]=1/[CH:1]=[CH:16]/[C:11]([O:13][CH2:14][CH3:15])=[O:12])#[N:6], predict the reactants needed to synthesize it. The reactants are: [CH:1]([C:3]1[CH:10]=[CH:9][CH:8]=[CH:7][C:4]=1[C:5]#[N:6])=O.[C:11]([CH:16]=P(C1C=CC=CC=1)(C1C=CC=CC=1)C1C=CC=CC=1)([O:13][CH2:14][CH3:15])=[O:12]. (7) Given the product [OH:2][C:3]1[C:12]([C:13]2[O:14][CH:15]=[CH:16][N:17]=2)=[CH:11][C:10]2[N:9]=[CH:8][CH:7]=[N:6][C:5]=2[C:4]=1[C:18]([OH:20])=[O:19], predict the reactants needed to synthesize it. The reactants are: C[O:2][C:3]1[C:12]([C:13]2[O:14][CH:15]=[CH:16][N:17]=2)=[CH:11][C:10]2[N:9]=[CH:8][CH:7]=[N:6][C:5]=2[C:4]=1[C:18]([O:20]C)=[O:19].B(Br)(Br)Br.O.